This data is from Full USPTO retrosynthesis dataset with 1.9M reactions from patents (1976-2016). The task is: Predict the reactants needed to synthesize the given product. (1) The reactants are: [N:1]1([CH2:7][CH2:8][N:9]2[CH2:14][CH2:13][CH:12]([NH:15][C:16]([C:18]3[NH:19][C:20]4[C:25]([CH:26]=3)=[C:24]([O:27][CH2:28][CH:29]([CH3:31])[CH3:30])[CH:23]=[CH:22][CH:21]=4)=[O:17])[CH2:11][CH2:10]2)[CH2:6][CH:5]=[CH:4][CH2:3][CH2:2]1.Cl.[F:33]C1CCCNC1.CCN(C(C)C)C(C)C.[I-].C(C[P+](C1C=CC=CC=1)(C1C=CC=CC=1)C1C=CC=CC=1)#N. Given the product [F:33][CH:5]1[CH2:4][CH2:3][CH2:2][N:1]([CH2:7][CH2:8][N:9]2[CH2:10][CH2:11][CH:12]([NH:15][C:16]([C:18]3[NH:19][C:20]4[C:25]([CH:26]=3)=[C:24]([O:27][CH2:28][CH:29]([CH3:31])[CH3:30])[CH:23]=[CH:22][CH:21]=4)=[O:17])[CH2:13][CH2:14]2)[CH2:6]1, predict the reactants needed to synthesize it. (2) Given the product [Cl:23][C:8]1[CH2:7][CH:6]([CH:1]2[CH2:5][CH2:4][CH2:3][CH2:2]2)[N:10]([C:11]2[CH:18]=[CH:17][C:14]([C:15]#[N:16])=[C:13]([CH3:19])[CH:12]=2)[N:9]=1, predict the reactants needed to synthesize it. The reactants are: [CH:1]1([CH:6]2[N:10]([C:11]3[CH:18]=[CH:17][C:14]([C:15]#[N:16])=[C:13]([CH3:19])[CH:12]=3)[NH:9][C:8](=O)[CH2:7]2)[CH2:5][CH2:4][CH2:3][CH2:2]1.P(Cl)(Cl)([Cl:23])=O.